From a dataset of Forward reaction prediction with 1.9M reactions from USPTO patents (1976-2016). Predict the product of the given reaction. The product is: [CH3:23][N:20]1[CH2:21][CH2:22][CH:17]([O:16][C:14]2[CH:13]=[CH:12][CH:11]=[C:10]3[C:15]=2[C:6]([NH:5][C:4]2[CH:24]=[CH:25][C:26]([O:27][CH2:29][C:30]4[N:31]=[CH:32][S:33][CH:34]=4)=[C:2]([CH3:1])[CH:3]=2)=[N:7][CH:8]=[N:9]3)[CH2:18][CH2:19]1. Given the reactants [CH3:1][C:2]1[CH:3]=[C:4]([CH:24]=[CH:25][C:26]=1[OH:27])[NH:5][C:6]1[C:15]2[C:10](=[CH:11][CH:12]=[CH:13][C:14]=2[O:16][CH:17]2[CH2:22][CH2:21][N:20]([CH3:23])[CH2:19][CH2:18]2)[N:9]=[CH:8][N:7]=1.Cl[CH2:29][C:30]1[N:31]=[CH:32][S:33][CH:34]=1, predict the reaction product.